This data is from Full USPTO retrosynthesis dataset with 1.9M reactions from patents (1976-2016). The task is: Predict the reactants needed to synthesize the given product. Given the product [C:1]([O:6][CH:7]([O:9][C:10]([NH:12][CH2:13][C:14]1([CH2:20][C:21]([OH:23])=[O:22])[CH2:19][CH2:18][CH2:17][CH2:16][CH2:15]1)=[O:11])[CH3:8])(=[O:5])[CH:2]([CH3:4])[CH3:3], predict the reactants needed to synthesize it. The reactants are: [C:1]([O:6][CH:7]([O:9][C:10]([NH:12][CH2:13][C:14]1([CH2:20][C:21]([O:23]CC=C)=[O:22])[CH2:19][CH2:18][CH2:17][CH2:16][CH2:15]1)=[O:11])[CH3:8])(=[O:5])[CH:2]([CH3:4])[CH3:3].C([O-])=O.[NH4+].